Dataset: Catalyst prediction with 721,799 reactions and 888 catalyst types from USPTO. Task: Predict which catalyst facilitates the given reaction. (1) Reactant: [CH2:1]([C@H:8]1[CH2:12][O:11][C:10](=[O:13])[N:9]1[C:14](=[O:32])[CH2:15][C@@H:16]([C:22]1[CH:27]=[CH:26][C:25]([O:28][CH2:29][CH2:30]Br)=[CH:24][CH:23]=1)[C:17]1[CH:21]=[CH:20][O:19][N:18]=1)[C:2]1[CH:7]=[CH:6][CH:5]=[CH:4][CH:3]=1.C(=O)([O-])[O-].[Cs+].[Cs+].[F:39][C:40]([F:49])([F:48])[C:41]1[CH:46]=[CH:45][C:44]([OH:47])=[CH:43][CH:42]=1. Product: [CH2:1]([C@H:8]1[CH2:12][O:11][C:10](=[O:13])[N:9]1[C:14](=[O:32])[CH2:15][C@H:16]([C:17]1[CH:21]=[CH:20][O:19][N:18]=1)[C:22]1[CH:27]=[CH:26][C:25]([O:28][CH2:29][CH2:30][O:47][C:44]2[CH:45]=[CH:46][C:41]([C:40]([F:39])([F:48])[F:49])=[CH:42][CH:43]=2)=[CH:24][CH:23]=1)[C:2]1[CH:7]=[CH:6][CH:5]=[CH:4][CH:3]=1. The catalyst class is: 18. (2) Reactant: [CH3:1][C:2]1[CH:11]=[CH:10][CH:9]=[C:8]2[C:3]=1[C:4](=[O:40])[N:5]([C:32]1[CH:33]=[C:34]([CH:37]=[CH:38][CH:39]=1)[C:35]#[N:36])[C:6]([CH:12]([NH:14][C:15]1[N:23]=[CH:22][N:21]=[C:20]3[C:16]=1[N:17]=[CH:18][N:19]3COCC[Si](C)(C)C)[CH3:13])=[N:7]2.OC1C=C(N2C(=O)C3C(=CC=CC=3C)N=C2C(NC2N=CN=C3C=2N=CN3)C)C=CC=1. Product: [CH3:1][C:2]1[CH:11]=[CH:10][CH:9]=[C:8]2[C:3]=1[C:4](=[O:40])[N:5]([C:32]1[CH:33]=[C:34]([CH:37]=[CH:38][CH:39]=1)[C:35]#[N:36])[C:6]([CH:12]([NH:14][C:15]1[N:23]=[CH:22][N:21]=[C:20]3[C:16]=1[N:17]=[CH:18][NH:19]3)[CH3:13])=[N:7]2. The catalyst class is: 5. (3) Reactant: [F:1][C:2]1[CH:11]=[C:10]([F:12])[CH:9]=[C:8]2[C:3]=1[C:4]([NH:20][C:21]1[CH:26]=[CH:25][CH:24]=[C:23]([N:27]3[CH2:32][CH2:31][O:30][CH2:29][CH2:28]3)[N:22]=1)=[C:5]([CH3:19])[C:6]([N:13]1[CH2:18][CH2:17][NH:16][CH2:15][CH2:14]1)=[N:7]2.C(N(CC)CC)C.[CH3:40][N:41]([CH3:45])[C:42](Cl)=[O:43]. Product: [F:1][C:2]1[CH:11]=[C:10]([F:12])[CH:9]=[C:8]2[C:3]=1[C:4]([NH:20][C:21]1[CH:26]=[CH:25][CH:24]=[C:23]([N:27]3[CH2:28][CH2:29][O:30][CH2:31][CH2:32]3)[N:22]=1)=[C:5]([CH3:19])[C:6]([N:13]1[CH2:14][CH2:15][N:16]([C:42]([N:41]([CH3:45])[CH3:40])=[O:43])[CH2:17][CH2:18]1)=[N:7]2. The catalyst class is: 4. (4) Reactant: [Cl:1][C:2]1[CH:11]=[CH:10][C:5]([C:6](=O)[CH2:7]Br)=[CH:4][CH:3]=1.[CH2:12]([O:14][C:15](=[O:20])[CH2:16][C:17]([NH2:19])=[S:18])[CH3:13]. Product: [Cl:1][C:2]1[CH:11]=[CH:10][C:5]([C:6]2[N:19]=[C:17]([CH2:16][C:15]([O:14][CH2:12][CH3:13])=[O:20])[S:18][CH:7]=2)=[CH:4][CH:3]=1. The catalyst class is: 14. (5) Reactant: C([O:3][C:4](=[O:21])[C:5]1[C:10]([CH3:11])=[CH:9][C:8]([N:12]2[CH2:17][CH2:16][O:15][CH2:14][CH2:13]2)=[CH:7][C:6]=1[CH:18]1[CH2:20][CH2:19]1)C.[OH-].[K+]. Product: [CH:18]1([C:6]2[CH:7]=[C:8]([N:12]3[CH2:17][CH2:16][O:15][CH2:14][CH2:13]3)[CH:9]=[C:10]([CH3:11])[C:5]=2[C:4]([OH:21])=[O:3])[CH2:19][CH2:20]1. The catalyst class is: 746. (6) Reactant: Cl.ClCl.[O:4]=[CH:5][C@@H:6]([C@H:8]([C@@H:10]([C@@H:12]([CH2:14][OH:15])[OH:13])[OH:11])[OH:9])[OH:7]. Product: [CH:10]1[CH:8]=[C:6]([CH:5]=[O:4])[O:13][C:12]=1[CH2:14][OH:15].[O:4]=[CH:5][C@@H:6]([C@H:8]([C@@H:10]([C@@H:12]([CH2:14][OH:15])[OH:13])[OH:11])[OH:9])[OH:7]. The catalyst class is: 28.